This data is from Peptide-MHC class II binding affinity with 134,281 pairs from IEDB. The task is: Regression. Given a peptide amino acid sequence and an MHC pseudo amino acid sequence, predict their binding affinity value. This is MHC class II binding data. (1) The peptide sequence is CFNCGKEGHLARNCRAPR. The MHC is DRB4_0101 with pseudo-sequence DRB4_0103. The binding affinity (normalized) is 0.0773. (2) The peptide sequence is AILRRRRRIAEPATC. The MHC is DRB1_1201 with pseudo-sequence DRB1_1201. The binding affinity (normalized) is 0.381. (3) The peptide sequence is AALMMAVSLMVGVSI. The MHC is DRB1_1101 with pseudo-sequence DRB1_1101. The binding affinity (normalized) is 0.116.